This data is from Catalyst prediction with 721,799 reactions and 888 catalyst types from USPTO. The task is: Predict which catalyst facilitates the given reaction. (1) The catalyst class is: 5. Product: [CH2:1]([C:3]1[C:11]2[C:6](=[N:7][CH:8]=[CH:9][CH:10]=2)[N:5]([C:12]2[CH:17]=[CH:16][C:15]([O:18][C:28]3[N:27]([CH3:26])[C:31]4=[N:32][CH:33]=[CH:34][CH:35]=[C:30]4[N:29]=3)=[CH:14][CH:13]=2)[N:4]=1)[CH3:2]. Reactant: [CH2:1]([C:3]1[C:11]2[C:6](=[N:7][CH:8]=[CH:9][CH:10]=2)[N:5]([C:12]2[CH:17]=[CH:16][C:15]([OH:18])=[CH:14][CH:13]=2)[N:4]=1)[CH3:2].[H-].[Na+].CN(C=O)C.[CH3:26][N:27]1[C:31]2=[N:32][CH:33]=[CH:34][CH:35]=[C:30]2[N:29]=[C:28]1S(C)(=O)=O. (2) Reactant: Cl.[CH2:2]([NH2:6])[CH2:3][CH:4]=[CH2:5].C([O-])(=O)C.[Na+].Br[C:13]1[C:14]([NH:16][C:17](=[O:19])[CH:18]=1)=[O:15]. Product: [CH2:2]([NH:6][C:13]1[C:14]([NH:16][C:17](=[O:19])[CH:18]=1)=[O:15])[CH2:3][CH:4]=[CH2:5]. The catalyst class is: 5. (3) Reactant: C(O)(C(F)(F)F)=O.CC[C:10]1([C:18]2[CH:23]=[CH:22]C(N)=CC=2)[C:16](=O)[NH:15][C:13](=O)[CH2:12][CH2:11]1.[OH-]. Product: [CH3:22][CH:23]1[CH2:11][C@@H:12]2[CH2:13][NH:15][CH2:16][C@@H:10]2[CH2:18]1. The catalyst class is: 5. (4) Reactant: [Cl:1][C:2]1[CH:3]=[N+:4]([O-:22])[CH:5]=[C:6]([Cl:21])[C:7]=1[CH2:8][C@@H:9]([C:11]1[CH:16]=[CH:15][C:14]([O:17][CH3:18])=[C:13]([O:19][CH3:20])[CH:12]=1)[OH:10].[N+:23]([C:26]1[CH:27]=[C:28]([CH:32]=[CH:33][CH:34]=1)[C:29](O)=[O:30])([O-:25])=[O:24].C(N=C=NCCCN(C)C)C. Product: [Cl:21][C:6]1[CH:5]=[N+:4]([O-:22])[CH:3]=[C:2]([Cl:1])[C:7]=1[CH2:8][C@H:9]([O:10][C:29](=[O:30])[C:28]1[CH:32]=[CH:33][CH:34]=[C:26]([N+:23]([O-:25])=[O:24])[CH:27]=1)[C:11]1[CH:16]=[CH:15][C:14]([O:17][CH3:18])=[C:13]([O:19][CH3:20])[CH:12]=1. The catalyst class is: 112. (5) Product: [Cl:3][C:4]1[CH:9]=[CH:8][CH:7]=[CH:6][C:5]=1[C:10]1([CH3:23])[C:18]2[C:13](=[CH:14][CH:15]=[C:16]([O:19][CH2:20][CH3:21])[CH:17]=2)[N:12]([S:25]([C:28]2[CH:29]=[CH:30][C:31]([C:32]([OH:34])=[O:33])=[CH:35][CH:36]=2)(=[O:27])=[O:26])[C:11]1=[O:22]. The catalyst class is: 7. Reactant: [H-].[Na+].[Cl:3][C:4]1[CH:9]=[CH:8][CH:7]=[CH:6][C:5]=1[C:10]1([CH3:23])[C:18]2[C:13](=[CH:14][CH:15]=[C:16]([O:19][CH2:20][CH3:21])[CH:17]=2)[NH:12][C:11]1=[O:22].Cl[S:25]([C:28]1[CH:36]=[CH:35][C:31]([C:32]([OH:34])=[O:33])=[CH:30][CH:29]=1)(=[O:27])=[O:26].O.